This data is from Full USPTO retrosynthesis dataset with 1.9M reactions from patents (1976-2016). The task is: Predict the reactants needed to synthesize the given product. Given the product [CH2:24]([O:23][C:19]1[CH:18]=[C:17]([CH:22]=[CH:21][CH:20]=1)[CH2:16][NH2:8])[C:25]1[CH:26]=[CH:27][CH:28]=[CH:29][CH:30]=1, predict the reactants needed to synthesize it. The reactants are: C(OC([N:8]([CH2:16][C:17]1[CH:22]=[CH:21][CH:20]=[C:19]([O:23][CH2:24][C:25]2[CH:30]=[CH:29][CH:28]=[CH:27][CH:26]=2)[CH:18]=1)C(OC(C)(C)C)=O)=O)(C)(C)C.FC(F)(F)C(O)=O.C(=O)(O)[O-].[Na+].